Dataset: Full USPTO retrosynthesis dataset with 1.9M reactions from patents (1976-2016). Task: Predict the reactants needed to synthesize the given product. (1) Given the product [CH3:10][C:11]1([CH3:12])[O:6][C@@H:2]([CH2:1][C:7]([OH:9])=[O:8])[C:3](=[O:5])[O:4]1, predict the reactants needed to synthesize it. The reactants are: [CH2:1]([C:7]([OH:9])=[O:8])[C@H:2]([OH:6])[C:3]([OH:5])=[O:4].[CH3:10][C:11]1C=CC(S([O-])(=O)=O)=C[CH:12]=1.C1C=C[NH+]=CC=1. (2) Given the product [NH2:18][C:17]1[CH:16]=[CH:15][CH:14]=[CH:13][C:21]=1[NH:20][C:7](=[O:9])[C:6]1[CH:5]=[CH:4][C:3]([C:1]#[N:2])=[CH:11][CH:10]=1, predict the reactants needed to synthesize it. The reactants are: [C:1]([C:3]1[CH:11]=[CH:10][C:6]([C:7]([OH:9])=O)=[CH:5][CH:4]=1)#[N:2].O[C:13]1[C:21]2[N:20]=N[NH:18][C:17]=2[CH:16]=[CH:15][CH:14]=1.C(N(CC)CC)C.C1(N)C=CC=CC=1N. (3) Given the product [CH3:24][O:23][C:20]1[CH:21]=[C:22]2[C:17]([CH:16]=[CH:15][CH:14]=[C:13]2[CH2:12][CH2:11][N:29]2[C:28](=[O:30])[C:27]3=[CH:31][CH:32]=[CH:33][CH:34]=[C:26]3[C:25]2=[O:35])=[CH:18][CH:19]=1, predict the reactants needed to synthesize it. The reactants are: C1(S(O[CH2:11][CH2:12][C:13]2[C:22]3[C:17](=[CH:18][CH:19]=[C:20]([O:23][CH3:24])[CH:21]=3)[CH:16]=[CH:15][CH:14]=2)(=O)=O)C=CC=CC=1.[C:25]1(=[O:35])[NH:29][C:28](=[O:30])[C:27]2=[CH:31][CH:32]=[CH:33][CH:34]=[C:26]12.[K].CN(C)C=O. (4) Given the product [Cl:1][C:2]1[C:3]([F:10])=[C:4]([CH:5]=[CH:6][CH:7]=1)[CH2:8][NH:9][C:15](=[NH:18])[CH:14]([O:19][CH2:20][CH3:21])[O:13][CH2:11][CH3:12], predict the reactants needed to synthesize it. The reactants are: [Cl:1][C:2]1[C:3]([F:10])=[C:4]([CH2:8][NH2:9])[CH:5]=[CH:6][CH:7]=1.[CH2:11]([O:13][CH:14]([O:19][CH2:20][CH3:21])[C:15](=[NH:18])OC)[CH3:12]. (5) Given the product [C:15]([O:7][C:1]1[CH:6]=[CH:5][CH:4]=[CH:3][CH:2]=1)(=[O:18])[CH:16]=[CH2:17], predict the reactants needed to synthesize it. The reactants are: [C:1]1([OH:7])[CH:6]=[CH:5][CH:4]=[CH:3][CH:2]=1.C(N(CC)CC)C.[C:15](Cl)(=[O:18])[CH:16]=[CH2:17]. (6) Given the product [CH3:6][CH2:7][C:8]([O:10][C@@:11]1([C:35]([S:37][CH2:38][F:39])=[O:36])[C@@:15]2([CH3:33])[CH2:16][C@H:17]([OH:32])[C@:18]3([F:31])[C@:28]4([CH3:29])[C:22](=[CH:23][C:24]([CH:26]=[CH:27]4)=[O:25])[C@@H:21]([F:30])[CH2:20][C@H:19]3[C@@H:14]2[CH2:13][C@H:12]1[CH3:34])=[O:9].[C:1](=[O:2])([OH:4])[O-:3].[Na+:5], predict the reactants needed to synthesize it. The reactants are: [C:1](=[O:4])([OH:3])[O-:2].[Na+:5].[CH3:6][CH2:7][C:8]([O:10][C@@:11]1([C:35]([S:37][CH2:38][F:39])=[O:36])[C@@:15]2([CH3:33])[CH2:16][C@H:17]([OH:32])[C@:18]3([F:31])[C@:28]4([CH3:29])[C:22](=[CH:23][C:24]([CH:26]=[CH:27]4)=[O:25])[C@@H:21]([F:30])[CH2:20][C@H:19]3[C@@H:14]2[CH2:13][C@H:12]1[CH3:34])=[O:9].